From a dataset of Forward reaction prediction with 1.9M reactions from USPTO patents (1976-2016). Predict the product of the given reaction. (1) Given the reactants [Cl-].[C:2]([O:6][C:7](=[O:10])[CH2:8][Zn+])([CH3:5])([CH3:4])[CH3:3].[CH2:11]([O:18][C:19]1[CH:24]=[C:23](Br)[CH:22]=[CH:21][C:20]=1[CH:26]=[CH:27][CH3:28])[C:12]1[CH:17]=[CH:16][CH:15]=[CH:14][CH:13]=1, predict the reaction product. The product is: [C:2]([O:6][C:7](=[O:10])[CH2:8][C:23]1[CH:22]=[CH:21][C:20]([CH:26]=[CH:27][CH3:28])=[C:19]([O:18][CH2:11][C:12]2[CH:17]=[CH:16][CH:15]=[CH:14][CH:13]=2)[CH:24]=1)([CH3:5])([CH3:4])[CH3:3]. (2) Given the reactants [N+:1]([C:4]1[CH:5]=[C:6]([NH:10][CH:11]2[CH2:14][O:13][CH2:12]2)[CH:7]=[CH:8][CH:9]=1)([O-])=O, predict the reaction product. The product is: [O:13]1[CH2:14][CH:11]([NH:10][C:6]2[CH:7]=[CH:8][CH:9]=[C:4]([NH2:1])[CH:5]=2)[CH2:12]1. (3) Given the reactants C([O:3][C:4]([C@:6]1([NH:23][C:24]([O:26][C:27]([CH3:30])([CH3:29])[CH3:28])=[O:25])[CH2:11][C@H:10]([S:12][C:13]2[N:17]=[CH:16][NH:15][N:14]=2)[C@@H:9]2[C@H:7]1[C@H:8]2[C:18]([O:20]CC)=[O:19])=[O:5])C.[OH-].[Li+], predict the reaction product. The product is: [C:27]([O:26][C:24]([NH:23][C@@:6]1([C:4]([OH:5])=[O:3])[CH2:11][C@H:10]([S:12][C:13]2[N:17]=[CH:16][NH:15][N:14]=2)[C@@H:9]2[C@H:7]1[C@H:8]2[C:18]([OH:20])=[O:19])=[O:25])([CH3:30])([CH3:28])[CH3:29]. (4) Given the reactants [F:1][C:2]1[CH:7]=[CH:6][C:5]([C:8]2[C:9]([C:18]([OH:20])=O)=[CH:10][C:11]([S:14]([CH3:17])(=[O:16])=[O:15])=[CH:12][CH:13]=2)=[CH:4][CH:3]=1.[F:21][C:22]1[CH:23]=[C:24]([N:29]2[CH2:34][CH2:33][NH:32][CH2:31][CH2:30]2)[CH:25]=[C:26]([F:28])[CH:27]=1, predict the reaction product. The product is: [F:28][C:26]1[CH:25]=[C:24]([N:29]2[CH2:34][CH2:33][N:32]([C:18]([C:9]3[CH:10]=[C:11]([S:14]([CH3:17])(=[O:15])=[O:16])[CH:12]=[CH:13][C:8]=3[C:5]3[CH:4]=[CH:3][C:2]([F:1])=[CH:7][CH:6]=3)=[O:20])[CH2:31][CH2:30]2)[CH:23]=[C:22]([F:21])[CH:27]=1. (5) Given the reactants [F:1][C:2]1[CH:7]=CC=[CH:4][C:3]=1O.[H-].[Na+].[CH2:11]([O:13][C:14](=[O:22])[C:15]1[CH:20]=[CH:19][CH:18]=[N:17][C:16]=1Cl)[CH3:12].[CH3:23][C:24](N(C)C)=[O:25], predict the reaction product. The product is: [CH2:11]([O:13][C:14](=[O:22])[C:15]1[CH:20]=[CH:19][CH:18]=[N:17][C:16]=1[O:25][C:24]1[CH:4]=[CH:3][C:2]([F:1])=[CH:7][CH:23]=1)[CH3:12]. (6) Given the reactants N.[NH2-].[Na+].Cl[C:5]1[CH:10]=[CH:9][CH:8]=[C:7]([Cl:11])[C:6]=1[CH2:12][CH2:13][C:14]#[N:15].[N+]([O-])([O-])=O.[NH4+], predict the reaction product. The product is: [Cl:11][C:7]1[C:6]2[CH2:12][CH:13]([C:14]#[N:15])[C:5]=2[CH:10]=[CH:9][CH:8]=1. (7) Given the reactants Cl[C:2]([CH3:6])([CH3:5])[C:3]#[CH:4].[I:7][C:8]1[CH:13]=[CH:12][C:11]([OH:14])=[CH:10][C:9]=1[N+:15]([O-:17])=[O:16].C(=O)([O-])[O-].[K+].[K+], predict the reaction product. The product is: [I:7][C:8]1[CH:13]=[CH:12][C:11]([O:14][C:2]([CH3:6])([C:3]#[CH:4])[CH3:5])=[CH:10][C:9]=1[N+:15]([O-:17])=[O:16].